The task is: Predict the reactants needed to synthesize the given product.. This data is from Full USPTO retrosynthesis dataset with 1.9M reactions from patents (1976-2016). (1) The reactants are: [NH2:1][C:2]([C:6]1[CH:11]=[CH:10][C:9]([O:12][C:13]2[CH:18]=[CH:17][CH:16]=[CH:15][CH:14]=2)=[CH:8][CH:7]=1)=[CH:3][C:4]#[N:5].C([O:21][C:22](=O)[CH2:23][C:24](=O)[CH2:25][CH:26]1[CH2:30][CH2:29][CH2:28][N:27]1[C:31]([O:33][CH2:34][C:35]1[CH:40]=[CH:39][CH:38]=[CH:37][CH:36]=1)=[O:32])C.CO. Given the product [C:4]([C:3]1[C:22](=[O:21])[CH:23]=[C:24]([CH2:25][CH:26]2[CH2:30][CH2:29][CH2:28][N:27]2[C:31]([O:33][CH2:34][C:35]2[CH:40]=[CH:39][CH:38]=[CH:37][CH:36]=2)=[O:32])[NH:1][C:2]=1[C:6]1[CH:11]=[CH:10][C:9]([O:12][C:13]2[CH:18]=[CH:17][CH:16]=[CH:15][CH:14]=2)=[CH:8][CH:7]=1)#[N:5], predict the reactants needed to synthesize it. (2) Given the product [CH3:1][O:2][C:3](=[O:24])[C:4](=[C:5]1[C:9](=[O:10])[N:8]([C:11]2[CH:12]=[CH:13][C:14]([F:17])=[CH:15][CH:16]=2)[N:7]=[C:6]1[CH3:18])[C:19]([F:21])([F:20])[F:22], predict the reactants needed to synthesize it. The reactants are: [CH3:1][O:2][C:3](=[O:24])[C:4](O)([C:19]([F:22])([F:21])[F:20])[C:5]1[C:9](=[O:10])[N:8]([C:11]2[CH:16]=[CH:15][C:14]([F:17])=[CH:13][CH:12]=2)[NH:7][C:6]=1[CH3:18].S(Cl)(Cl)=O. (3) Given the product [CH2:11]([O:10][C:6]1[C:7](=[O:9])[CH:8]=[C:3]([CH2:2][NH:1][S:25]([C:22]2[CH:23]=[CH:24][C:19]([Cl:18])=[CH:20][CH:21]=2)(=[O:27])=[O:26])[O:4][CH:5]=1)[C:12]1[CH:17]=[CH:16][CH:15]=[CH:14][CH:13]=1, predict the reactants needed to synthesize it. The reactants are: [NH2:1][CH2:2][C:3]1[O:4][CH:5]=[C:6]([O:10][CH2:11][C:12]2[CH:17]=[CH:16][CH:15]=[CH:14][CH:13]=2)[C:7](=[O:9])[CH:8]=1.[Cl:18][C:19]1[CH:24]=[CH:23][C:22]([S:25](Cl)(=[O:27])=[O:26])=[CH:21][CH:20]=1.C(OC1C(=O)C=C(CNS(C2C=CC=CC=2)(=O)=O)OC=1)C1C=CC=CC=1. (4) The reactants are: C([NH:8][C@@H:9]([C@H:12]([C@@H:14]([C@@H:16]([CH2:18][OH:19])[OH:17])[OH:15])[OH:13])[CH:10]=[O:11])C1C=CC=CC=1.[ClH:20]. Given the product [ClH:20].[OH:11][CH:10]1[O:17][C@H:16]([CH2:18][OH:19])[C@@H:14]([OH:15])[C@H:12]([OH:13])[C@@H:9]1[NH2:8], predict the reactants needed to synthesize it. (5) Given the product [Cl:9][C:5]1[CH:6]=[C:7]([F:8])[C:2]([Sn:11]([CH3:17])([CH3:16])[CH3:10])=[N:3][CH:4]=1, predict the reactants needed to synthesize it. The reactants are: Cl[C:2]1[C:7]([F:8])=[CH:6][C:5]([Cl:9])=[CH:4][N:3]=1.[CH3:10][Sn:11]([CH3:17])([CH3:16])[Sn:11]([CH3:17])([CH3:16])[CH3:10].C1([As](C2C=CC=CC=2)C2C=CC=CC=2)C=CC=CC=1. (6) Given the product [OH:1][C:2]1[C:11]2[C:6](=[CH:7][CH:8]=[C:9]([O:12][C:13]3[CH:18]=[C:17]([F:19])[CH:16]=[C:15]([F:20])[CH:14]=3)[CH:10]=2)[C:5]([CH3:21])=[N:4][C:3]=1[C:22]([NH:26][CH2:27][C:28]([OH:30])=[O:29])=[O:23], predict the reactants needed to synthesize it. The reactants are: [OH:1][C:2]1[C:11]2[C:6](=[CH:7][CH:8]=[C:9]([O:12][C:13]3[CH:18]=[C:17]([F:19])[CH:16]=[C:15]([F:20])[CH:14]=3)[CH:10]=2)[C:5]([CH3:21])=[N:4][C:3]=1[C:22](OC)=[O:23].[NH2:26][CH2:27][C:28]([OH:30])=[O:29].C[O-].[Na+].